Predict which catalyst facilitates the given reaction. From a dataset of Catalyst prediction with 721,799 reactions and 888 catalyst types from USPTO. Reactant: C[O:2][C:3](=[O:31])[C:4]1[CH:9]=[CH:8][C:7]([CH:10]2[CH2:13][N:12]([CH2:14][C:15]3[CH:20]=[CH:19][C:18]([C@@H:21]4[O:26][C:25]5[CH:27]=[CH:28][CH:29]=[CH:30][C:24]=5[O:23][CH2:22]4)=[CH:17][CH:16]=3)[CH2:11]2)=[CH:6][CH:5]=1.O.[OH-].[Li+].Cl. Product: [O:26]1[C:25]2[CH:27]=[CH:28][CH:29]=[CH:30][C:24]=2[O:23][CH2:22][C@@H:21]1[C:18]1[CH:19]=[CH:20][C:15]([CH2:14][N:12]2[CH2:13][CH:10]([C:7]3[CH:6]=[CH:5][C:4]([C:3]([OH:31])=[O:2])=[CH:9][CH:8]=3)[CH2:11]2)=[CH:16][CH:17]=1. The catalyst class is: 38.